Dataset: Full USPTO retrosynthesis dataset with 1.9M reactions from patents (1976-2016). Task: Predict the reactants needed to synthesize the given product. (1) Given the product [Cl:14][C:15]1[CH:22]=[C:21]([Cl:23])[CH:20]=[CH:19][C:16]=1[CH2:17][N:6]1[C:7]([C:9]([O:11][CH2:12][CH3:13])=[O:10])=[CH:8][C:4]([CH:1]([CH3:3])[CH3:2])=[N:5]1, predict the reactants needed to synthesize it. The reactants are: [CH:1]([C:4]1[CH:8]=[C:7]([C:9]([O:11][CH2:12][CH3:13])=[O:10])[NH:6][N:5]=1)([CH3:3])[CH3:2].[Cl:14][C:15]1[CH:22]=[C:21]([Cl:23])[CH:20]=[CH:19][C:16]=1[CH2:17]Cl.C(=O)([O-])[O-].[K+].[K+].CN(C)C=O. (2) Given the product [CH2:1]([O:3][C:4]([C:6]1[CH:7]=[C:8]2[C:13]([NH:31][C:28]3[CH:27]=[CH:26][C:25]([O:18][C:19]4[CH:24]=[CH:23][CH:22]=[CH:21][CH:20]=4)=[CH:30][CH:29]=3)=[C:12]([C:15]#[N:16])[CH:11]=[N:10][N:9]2[CH:17]=1)=[O:5])[CH3:2], predict the reactants needed to synthesize it. The reactants are: [CH2:1]([O:3][C:4]([C:6]1[CH:7]=[C:8]2[C:13](Cl)=[C:12]([C:15]#[N:16])[CH:11]=[N:10][N:9]2[CH:17]=1)=[O:5])[CH3:2].[O:18]([C:25]1[CH:30]=[CH:29][C:28]([NH2:31])=[CH:27][CH:26]=1)[C:19]1[CH:24]=[CH:23][CH:22]=[CH:21][CH:20]=1.COC(C1C(C)=C2C(NC3C=CC(OC4C=CC=CC=4OC(C(OC(C)(C)C)=O)(C)C)=CC=3)=C(C#N)C=NN2C=1)=O. (3) Given the product [OH:28][C:16]1[CH:17]=[CH:18][C:23]([C@@H:9]([NH:8][C:6](=[O:7])[N:3]([CH3:2])[CH3:4])[CH3:10])=[CH:24][CH:13]=1, predict the reactants needed to synthesize it. The reactants are: C1N=[CH:4][N:3]([C:6]([N:8]2C=N[CH:10]=[CH:9]2)=[O:7])[CH:2]=1.[CH3:13]NC.[C:16]([OH:28])(=O)[CH2:17][C:18]([CH2:23][C:24](O)=O)(C(O)=O)O. (4) Given the product [F:7][C:8]1[CH:9]=[C:10]([C@H:32]2[CH2:36][N:35]([C:37]([O:39][C:40]([CH3:41])([CH3:42])[CH3:43])=[O:38])[C@H:34]([CH2:44][OH:45])[CH2:33]2)[CH:11]=[CH:12][C:13]=1[C:14]1[S:15][C:16]2[C:21]([N:22]=1)=[CH:20][CH:19]=[C:18]([C:23]1([C:26]3[CH:27]=[CH:28][CH:29]=[CH:30][CH:31]=3)[CH2:25][CH2:24]1)[N:17]=2, predict the reactants needed to synthesize it. The reactants are: [H-].[Al+3].[Li+].[H-].[H-].[H-].[F:7][C:8]1[CH:9]=[C:10]([C:32]2[CH2:36][N:35]([C:37]([O:39][C:40]([CH3:43])([CH3:42])[CH3:41])=[O:38])[C@H:34]([C:44](OC)=[O:45])[CH:33]=2)[CH:11]=[CH:12][C:13]=1[C:14]1[S:15][C:16]2[C:21]([N:22]=1)=[CH:20][CH:19]=[C:18]([C:23]1([C:26]3[CH:31]=[CH:30][CH:29]=[CH:28][CH:27]=3)[CH2:25][CH2:24]1)[N:17]=2.